Dataset: Forward reaction prediction with 1.9M reactions from USPTO patents (1976-2016). Task: Predict the product of the given reaction. (1) Given the reactants C([O:4][C:5]1[CH:10]=[C:9]([C:11]#[N:12])[C:8](Br)=[C:7]([C:14]#[N:15])[C:6]=1[O:16]C(=O)C)(=O)C.[CH:20]([C:23]1[CH:28]=[CH:27][C:26](B(O)O)=[CH:25][CH:24]=1)([CH3:22])[CH3:21], predict the reaction product. The product is: [OH:16][C:6]1[C:5]([OH:4])=[CH:10][C:9]([C:11]#[N:12])=[C:8]([C:26]2[CH:27]=[CH:28][C:23]([CH:20]([CH3:22])[CH3:21])=[CH:24][CH:25]=2)[C:7]=1[C:14]#[N:15]. (2) The product is: [CH2:29]([C:13]([C:10]1[CH:11]=[CH:12][C:7](/[CH:40]=[CH:39]/[C:38]([O:37][CH2:35][CH3:36])=[O:41])=[C:8]([O:31][CH3:32])[CH:9]=1)=[C:14]([C:22]1[CH:27]=[CH:26][C:25]([OH:28])=[CH:24][CH:23]=1)[C:15]1[CH:16]=[CH:17][C:18]([OH:21])=[CH:19][CH:20]=1)[CH3:30]. Given the reactants FC(F)(F)S(O[C:7]1[CH:12]=[CH:11][C:10]([C:13]([CH2:29][CH3:30])=[C:14]([C:22]2[CH:27]=[CH:26][C:25]([OH:28])=[CH:24][CH:23]=2)[C:15]2[CH:20]=[CH:19][C:18]([OH:21])=[CH:17][CH:16]=2)=[CH:9][C:8]=1[O:31][CH3:32])(=O)=O.[CH2:35]([O:37][C:38](=[O:41])[CH:39]=[CH2:40])[CH3:36], predict the reaction product.